Dataset: Forward reaction prediction with 1.9M reactions from USPTO patents (1976-2016). Task: Predict the product of the given reaction. Given the reactants FC(F)(F)S(O[C:7]1[C:11]2[C:12]([O:16][CH3:17])=[N:13][CH:14]=[CH:15][C:10]=2[N:9]([CH:18]2[CH2:22][CH2:21][O:20][CH2:19]2)[N:8]=1)(=O)=O.CC1(C)C(C)(C)OB([C:33]2[CH:38]=[CH:37][C:36]([S:39]([NH2:42])(=[O:41])=[O:40])=[CH:35][CH:34]=2)O1.C(=O)([O-])[O-].[Na+].[Na+].O, predict the reaction product. The product is: [CH3:17][O:16][C:12]1[C:11]2[C:7]([C:33]3[CH:38]=[CH:37][C:36]([S:39]([NH2:42])(=[O:41])=[O:40])=[CH:35][CH:34]=3)=[N:8][N:9]([CH:18]3[CH2:22][CH2:21][O:20][CH2:19]3)[C:10]=2[CH:15]=[CH:14][N:13]=1.